Dataset: Reaction yield outcomes from USPTO patents with 853,638 reactions. Task: Predict the reaction yield, written as a fraction of the theoretical maximum amount of product (1.0 means a 100% yield; for example, 0.34 means a 34% yield). (1) The reactants are [F:1][C:2]1[CH:10]=[C:9]2[C:5]([CH:6]=[C:7]([C:11]([CH3:19])([CH3:18])[CH2:12][C:13](OCC)=[O:14])[NH:8]2)=[CH:4][C:3]=1[N+:20]([O-:22])=[O:21].CC(C[AlH]CC(C)C)C. The catalyst is C(Cl)Cl. The product is [F:1][C:2]1[CH:10]=[C:9]2[C:5]([CH:6]=[C:7]([C:11]([CH3:19])([CH3:18])[CH2:12][CH2:13][OH:14])[NH:8]2)=[CH:4][C:3]=1[N+:20]([O-:22])=[O:21]. The yield is 0.220. (2) The reactants are [N+:1]([C:4]1[CH:9]=[CH:8][C:7]([S:10]([N:13]2[CH2:17][CH2:16][S:15][CH:14]2[C:18]([O:20][CH3:21])=[O:19])(=[O:12])=[O:11])=[CH:6][CH:5]=1)([O-])=O.[ClH:22]. The yield is 0.720. The product is [ClH:22].[NH2:1][C:4]1[CH:9]=[CH:8][C:7]([S:10]([N:13]2[CH2:17][CH2:16][S:15][CH:14]2[C:18]([O:20][CH3:21])=[O:19])(=[O:12])=[O:11])=[CH:6][CH:5]=1. The catalyst is CO.[Pd]. (3) The reactants are C(OP([CH2:9][C:10](=[O:37])[N:11]([C:25]1[CH:33]=[C:32]2[C:28]([CH2:29][CH2:30][N:31]2[C:34](=[O:36])[CH3:35])=[CH:27][CH:26]=1)[CH:12]1[CH2:17][CH2:16][N:15]([CH2:18][C:19]2[CH:24]=[CH:23][CH:22]=[CH:21][CH:20]=2)[CH2:14][CH2:13]1)(=O)OCC)C.[Li+].[Cl-].N12CCCN=C1CCCCC2.[C:51]1([CH:57]=[CH:58][CH:59]=O)[CH:56]=[CH:55][CH:54]=[CH:53][CH:52]=1. The product is [C:34]([N:31]1[C:32]2[C:28](=[CH:27][CH:26]=[C:25]([N:11]([CH:12]3[CH2:13][CH2:14][N:15]([CH2:18][C:19]4[CH:20]=[CH:21][CH:22]=[CH:23][CH:24]=4)[CH2:16][CH2:17]3)[C:10](=[O:37])/[CH:9]=[CH:59]/[CH:58]=[CH:57]/[C:51]3[CH:52]=[CH:53][CH:54]=[CH:55][CH:56]=3)[CH:33]=2)[CH2:29][CH2:30]1)(=[O:36])[CH3:35]. The yield is 0.800. The catalyst is C(#N)C.C(Cl)Cl. (4) The reactants are [Br:1][C:2]1[CH:3]=[C:4]2[C:9](=[CH:10][CH:11]=1)[O:8][C:7]([CH3:13])([CH3:12])[CH2:6][C:5]2([CH3:15])[CH3:14].[CH2:16]([O:18]CC)C. The catalyst is ClCCl.[Ti](Cl)(Cl)(Cl)Cl. The product is [Br:1][C:2]1[CH:3]=[C:4]2[C:9](=[C:10]([CH:16]=[O:18])[CH:11]=1)[O:8][C:7]([CH3:13])([CH3:12])[CH2:6][C:5]2([CH3:15])[CH3:14]. The yield is 0.940. (5) The yield is 0.450. The product is [CH3:1][N:2]1[C:6]2=[N:7][CH:8]=[CH:9][CH:10]=[C:5]2[C:4]([CH2:11][NH:14][CH3:13])=[CH:3]1. The reactants are [CH3:1][N:2]1[C:6]2=[N:7][CH:8]=[CH:9][CH:10]=[C:5]2[C:4]([CH:11]=O)=[CH:3]1.[CH3:13][N:14]1C2C(=CC=CC=2)C(C)=C1C=O. No catalyst specified.